This data is from Forward reaction prediction with 1.9M reactions from USPTO patents (1976-2016). The task is: Predict the product of the given reaction. (1) Given the reactants [F:1][C:2]1[CH:7]=[CH:6][C:5]([C:8]([N:10]2[CH2:15][CH2:14][CH2:13][C@H:12]([OH:16])[CH2:11]2)=[O:9])=[CH:4][CH:3]=1.[F:17][C:18]1[CH:19]=[C:20]([N:24]=[C:25]=[O:26])[CH:21]=[CH:22][CH:23]=1, predict the reaction product. The product is: [F:1][C:2]1[CH:7]=[CH:6][C:5]([C:8]([N:10]2[CH2:15][CH2:14][CH2:13][C@H:12]([O:16][C:25](=[O:26])[NH:24][C:20]3[CH:21]=[CH:22][CH:23]=[C:18]([F:17])[CH:19]=3)[CH2:11]2)=[O:9])=[CH:4][CH:3]=1. (2) The product is: [CH3:46][C:47]1[C:51]([C:52]([NH:19][C@H:18]([C:20]([OH:22])=[O:21])[CH2:17][C:15]2[S:16][C:12]([CH2:11][CH2:10][CH2:9][C:7]3[CH:6]=[CH:5][CH:4]=[C:3]([NH:2][CH3:1])[N:8]=3)=[CH:13][CH:14]=2)=[O:53])=[C:50]([CH3:55])[O:49][N:48]=1. Given the reactants [CH3:1][NH:2][C:3]1[N:8]=[C:7]([CH2:9][CH2:10][CH2:11][C:12]2[S:16][C:15]([CH2:17][C@@H:18]([C:20]([O:22]C)=[O:21])[NH2:19])=[CH:14][CH:13]=2)[CH:6]=[CH:5][CH:4]=1.CN(C(ON1N=NC2C=CC=CC1=2)=[N+](C)C)C.[B-](F)(F)(F)F.[CH3:46][C:47]1[C:51]([C:52](O)=[O:53])=[C:50]([CH3:55])[O:49][N:48]=1, predict the reaction product.